The task is: Regression/Classification. Given a drug SMILES string, predict its toxicity properties. Task type varies by dataset: regression for continuous values (e.g., LD50, hERG inhibition percentage) or binary classification for toxic/non-toxic outcomes (e.g., AMES mutagenicity, cardiotoxicity, hepatotoxicity). Dataset: herg_karim.. This data is from hERG potassium channel inhibition data for cardiac toxicity prediction from Karim et al.. The molecule is CC(C)(NCCCc1cc(-c2cccc(C(F)(F)F)c2)nc(C#N)n1)C(N)=O. The result is 1 (blocker).